From a dataset of Full USPTO retrosynthesis dataset with 1.9M reactions from patents (1976-2016). Predict the reactants needed to synthesize the given product. (1) Given the product [CH:12]1([CH2:11][CH:8]([C:5]2[CH:6]=[N:7][C:2]([C:20]([O:22][CH2:23][CH3:24])=[CH2:21])=[CH:3][CH:4]=2)[C:9]#[N:10])[CH2:14][CH2:13]1, predict the reactants needed to synthesize it. The reactants are: Cl[C:2]1[N:7]=[CH:6][C:5]([CH:8]([CH2:11][CH:12]2[CH2:14][CH2:13]2)[C:9]#[N:10])=[CH:4][CH:3]=1.C([Sn](CCCC)(CCCC)[C:20]([O:22][CH2:23][CH3:24])=[CH2:21])CCC. (2) The reactants are: [Cl:1][C:2]1[CH:14]=[N:13][C:5]2[NH:6][C:7]3[CH2:12][CH2:11][NH:10][CH2:9][C:8]=3[C:4]=2[CH:3]=1.CCN(C(C)C)C(C)C.[C:24]([C:26]1[CH:27]=[C:28]([CH:32]=[CH:33][CH:34]=1)[C:29](Cl)=[O:30])#[N:25].Cl.CCOCC. Given the product [ClH:1].[Cl:1][C:2]1[CH:14]=[N:13][C:5]2[NH:6][C:7]3[CH2:12][CH2:11][N:10]([C:29]([C:28]4[CH:27]=[C:26]([CH:34]=[CH:33][CH:32]=4)[C:24]#[N:25])=[O:30])[CH2:9][C:8]=3[C:4]=2[CH:3]=1, predict the reactants needed to synthesize it. (3) Given the product [CH2:3]([C:15]1[CH:14]=[C:13]([CH3:20])[C:12]([Br:11])=[C:17]([CH3:18])[CH:16]=1)[CH:1]=[CH2:2], predict the reactants needed to synthesize it. The reactants are: [CH:1]([Mg]Cl)([CH3:3])[CH3:2].C([Li])CCC.[Br:11][C:12]1[C:17]([CH3:18])=[CH:16][C:15](Br)=[CH:14][C:13]=1[CH3:20].BrCC=C. (4) Given the product [Cl:21][C:22]1[N:27]=[C:26]([O:1][C:2]2[CH:3]=[C:4]3[C:8](=[CH:9][CH:10]=2)[NH:7][C:6]([CH3:11])=[CH:5]3)[CH:25]=[CH:24][N:23]=1, predict the reactants needed to synthesize it. The reactants are: [OH:1][C:2]1[CH:3]=[C:4]2[C:8](=[CH:9][CH:10]=1)[NH:7][C:6]([CH3:11])=[CH:5]2.C(#N)C.C(=O)([O-])[O-].[K+].[K+].[Cl:21][C:22]1[N:27]=[C:26](Cl)[CH:25]=[CH:24][N:23]=1. (5) Given the product [I:20][C:4]1[CH:5]=[CH:6][C:1]([CH2:7][CH2:8][CH2:9][CH2:10][C:11]([OH:13])=[O:12])=[CH:2][CH:3]=1, predict the reactants needed to synthesize it. The reactants are: [C:1]1([CH2:7][CH2:8][CH2:9][CH2:10][C:11]([OH:13])=[O:12])[CH:6]=[CH:5][CH:4]=[CH:3][CH:2]=1.II.C(O[I:20](C1C=CC=CC=1)OC(=O)C)(=O)C.C(OC(=O)C)(=O)C.S(=O)(=O)(O)O. (6) Given the product [C:27]([CH:13]([NH:1][C:2]1[CH:9]=[CH:8][C:5]([C:6]#[N:7])=[CH:4][CH:3]=1)[C:12]1[CH:15]=[C:16]([O:21][CH3:22])[CH:17]=[C:18]([O:19][CH3:20])[C:11]=1[F:10])#[N:28], predict the reactants needed to synthesize it. The reactants are: [NH2:1][C:2]1[CH:9]=[CH:8][C:5]([C:6]#[N:7])=[CH:4][CH:3]=1.[F:10][C:11]1[C:18]([O:19][CH3:20])=[CH:17][C:16]([O:21][CH3:22])=[CH:15][C:12]=1[CH:13]=O.C[Si]([C:27]#[N:28])(C)C.C(S([O-])(=O)=O)(F)(F)F.C(S([O-])(=O)=O)(F)(F)F.C(S([O-])(=O)=O)(F)(F)F.[Yb+3].